This data is from In vitro SARS-CoV-2 activity screen of 1,480 approved drugs from Prestwick library. The task is: Binary Classification. Given a drug SMILES string, predict its activity (active/inactive) in a high-throughput screening assay against a specified biological target. (1) The result is 0 (inactive). The molecule is CC(=O)Oc1cccc2c1C(=O)c1c(OC(C)=O)cc(C(=O)O)cc1C2=O. (2) The compound is Cc1[nH]c(C)c(Cl)c(=O)c1Cl. The result is 0 (inactive). (3) The compound is CCCC(CCC)C(=O)OC1C[C@@H]2CC[C@H](C1)[N+]2(C)C.[Br-]. The result is 0 (inactive). (4) The compound is Nc1ccc(S(=O)(=O)[N-]c2cnc3ccccc3n2)cc1.[Na+]. The result is 0 (inactive). (5) The drug is Cc1cn([C@H]2C=C[C@@H](CO)O2)c(=O)[nH]c1=O. The result is 0 (inactive). (6) The compound is C=CCN1CC[C@]23c4c5ccc(O)c4O[C@H]2C(=O)CC[C@@]3(O)[C@H]1C5.Cl. The result is 0 (inactive). (7) The molecule is C[N+]1(C)[C@H]2CC[C@@H]1CC(OC(=O)C(CO)c1ccccc1)C2.O=[N+]([O-])[O-]. The result is 0 (inactive). (8) The drug is CN1[C@H]2CCC[C@@H]1CC(NC(=O)c1nn(C)c3ccccc13)C2. The result is 0 (inactive). (9) The compound is CC(=O)OCC(=O)[C@@]1(O)CC[C@H]2[C@@H]3CCC4=CC(=O)CC[C@]4(C)[C@@]3(F)[C@@H](O)C[C@@]21C. The result is 0 (inactive). (10) The drug is Cl.O=C(c1ccc(OCCN2CCCCC2)cc1)c1c(-c2ccc(O)cc2)sc2cc(O)ccc12. The result is 0 (inactive).